This data is from Full USPTO retrosynthesis dataset with 1.9M reactions from patents (1976-2016). The task is: Predict the reactants needed to synthesize the given product. The reactants are: C([N:5]1[CH:9]=[C:8]([C:10]2[CH:15]=[C:14]([Cl:16])[CH:13]=[CH:12][C:11]=2[OH:17])[C:7]([NH:18]C(=O)C(F)(F)F)=[N:6]1)(C)(C)C.[Cl:25][C:26]1[C:27](F)=[CH:28][C:29]([F:52])=[C:30]([S:32]([N:35](CC2C=CC(OC)=CC=2OC)[C:36]2[S:37][CH:38]=[N:39][N:40]=2)(=[O:34])=[O:33])[CH:31]=1.CO. Given the product [NH2:18][C:7]1[NH:6][N:5]=[CH:9][C:8]=1[C:10]1[CH:15]=[C:14]([Cl:16])[CH:13]=[CH:12][C:11]=1[O:17][C:27]1[C:26]([Cl:25])=[CH:31][C:30]([S:32]([NH:35][C:36]2[S:37][CH:38]=[N:39][N:40]=2)(=[O:33])=[O:34])=[C:29]([F:52])[CH:28]=1, predict the reactants needed to synthesize it.